Dataset: Full USPTO retrosynthesis dataset with 1.9M reactions from patents (1976-2016). Task: Predict the reactants needed to synthesize the given product. (1) Given the product [OH:1][C@H:2]([CH2:11][C@H:12]([OH:15])[CH2:13][OH:14])[CH2:3][C:4]([O:6][C:7]([CH3:10])([CH3:8])[CH3:9])=[O:5], predict the reactants needed to synthesize it. The reactants are: [OH:1][CH:2]([CH2:11][CH:12]([OH:15])[CH2:13][OH:14])[CH2:3][C:4]([O:6][C:7]([CH3:10])([CH3:9])[CH3:8])=[O:5].FC(F)(F)C(OC(=O)C(F)(F)F)=O. (2) Given the product [CH:41]1([O:40][C:39]([O:37][CH:36]([O:19][C:18](=[O:20])[CH2:17][O:16][C:11]2[CH:12]=[CH:13][CH:14]=[C:15]3[C:10]=2[NH:9][CH:8]=[C:7]3[CH2:6][C@H:5]([NH:4][CH2:3][C@H:2]([OH:1])[C:22]2[CH:23]=[N:24][CH:25]=[CH:26][CH:27]=2)[CH3:21])[CH3:28])=[O:50])[CH2:46][CH2:45][CH2:44][CH2:43][CH2:42]1, predict the reactants needed to synthesize it. The reactants are: [OH:1][C@H:2]([C:22]1[CH:23]=[N:24][CH:25]=[CH:26][CH:27]=1)[CH2:3][NH:4][C@H:5]([CH3:21])[CH2:6][C:7]1[C:15]2[C:10](=[C:11]([O:16][CH2:17][C:18]([OH:20])=[O:19])[CH:12]=[CH:13][CH:14]=2)[NH:9][CH:8]=1.[C:28](=O)([O-])[O-].[K+].[K+].CN(C)[CH:36]=[O:37].[C:39](=O)([O-:50])[O:40][C:41]1(C(I)C)[CH2:46][CH2:45][CH2:44][CH2:43][CH2:42]1. (3) Given the product [NH2:25][C:20]1[CH:21]=[CH:22][CH:23]=[CH:24][C:19]=1[S:16]([NH:15][CH:3]([CH2:4][N:5]1[CH:9]=[CH:8][C:7]([CH:10]=[CH2:11])=[C:6]1/[CH:12]=[CH:13]\[CH3:14])[CH:2]([CH3:28])[CH3:1])(=[O:18])=[O:17], predict the reactants needed to synthesize it. The reactants are: [CH3:1][CH:2]([CH3:28])[CH:3]([NH:15][S:16]([C:19]1[CH:24]=[CH:23][CH:22]=[CH:21][C:20]=1[N+:25]([O-])=O)(=[O:18])=[O:17])[CH2:4][N:5]1[CH:9]=[CH:8][C:7]([CH:10]=[CH2:11])=[C:6]1/[CH:12]=[CH:13]\[CH3:14].Cl.C(=O)(O)[O-].[Na+].